Dataset: NCI-60 drug combinations with 297,098 pairs across 59 cell lines. Task: Regression. Given two drug SMILES strings and cell line genomic features, predict the synergy score measuring deviation from expected non-interaction effect. (1) Drug 1: CNC(=O)C1=CC=CC=C1SC2=CC3=C(C=C2)C(=NN3)C=CC4=CC=CC=N4. Drug 2: CC1=C2C(C(=O)C3(C(CC4C(C3C(C(C2(C)C)(CC1OC(=O)C(C(C5=CC=CC=C5)NC(=O)OC(C)(C)C)O)O)OC(=O)C6=CC=CC=C6)(CO4)OC(=O)C)O)C)O. Cell line: SF-268. Synergy scores: CSS=48.9, Synergy_ZIP=13.4, Synergy_Bliss=12.9, Synergy_Loewe=-3.65, Synergy_HSA=11.5. (2) Drug 1: C1CCN(CC1)CCOC2=CC=C(C=C2)C(=O)C3=C(SC4=C3C=CC(=C4)O)C5=CC=C(C=C5)O. Drug 2: C1CN(P(=O)(OC1)NCCCl)CCCl. Cell line: M14. Synergy scores: CSS=-6.40, Synergy_ZIP=2.96, Synergy_Bliss=1.28, Synergy_Loewe=-5.21, Synergy_HSA=-3.57. (3) Drug 1: C1=NC2=C(N=C(N=C2N1C3C(C(C(O3)CO)O)F)Cl)N. Drug 2: CC1CCC2CC(C(=CC=CC=CC(CC(C(=O)C(C(C(=CC(C(=O)CC(OC(=O)C3CCCCN3C(=O)C(=O)C1(O2)O)C(C)CC4CCC(C(C4)OC)O)C)C)O)OC)C)C)C)OC. Cell line: HOP-62. Synergy scores: CSS=13.8, Synergy_ZIP=0.879, Synergy_Bliss=6.98, Synergy_Loewe=-11.1, Synergy_HSA=-1.84. (4) Drug 1: CC1=C2C(C(=O)C3(C(CC4C(C3C(C(C2(C)C)(CC1OC(=O)C(C(C5=CC=CC=C5)NC(=O)OC(C)(C)C)O)O)OC(=O)C6=CC=CC=C6)(CO4)OC(=O)C)OC)C)OC. Drug 2: CCC1=CC2CC(C3=C(CN(C2)C1)C4=CC=CC=C4N3)(C5=C(C=C6C(=C5)C78CCN9C7C(C=CC9)(C(C(C8N6C)(C(=O)OC)O)OC(=O)C)CC)OC)C(=O)OC.C(C(C(=O)O)O)(C(=O)O)O. Cell line: MCF7. Synergy scores: CSS=56.5, Synergy_ZIP=2.44, Synergy_Bliss=1.45, Synergy_Loewe=5.81, Synergy_HSA=8.87. (5) Drug 1: CCC1=C2CN3C(=CC4=C(C3=O)COC(=O)C4(CC)O)C2=NC5=C1C=C(C=C5)O. Drug 2: CCN(CC)CCNC(=O)C1=C(NC(=C1C)C=C2C3=C(C=CC(=C3)F)NC2=O)C. Cell line: NCI-H226. Synergy scores: CSS=9.38, Synergy_ZIP=-2.26, Synergy_Bliss=-0.712, Synergy_Loewe=-48.3, Synergy_HSA=-1.37. (6) Drug 1: CC(CN1CC(=O)NC(=O)C1)N2CC(=O)NC(=O)C2. Drug 2: C1C(C(OC1N2C=NC3=C(N=C(N=C32)Cl)N)CO)O. Cell line: SF-539. Synergy scores: CSS=21.5, Synergy_ZIP=-2.56, Synergy_Bliss=3.01, Synergy_Loewe=3.50, Synergy_HSA=3.39. (7) Drug 1: C1C(C(OC1N2C=NC3=C(N=C(N=C32)Cl)N)CO)O. Drug 2: CC1=C2C(C(=O)C3(C(CC4C(C3C(C(C2(C)C)(CC1OC(=O)C(C(C5=CC=CC=C5)NC(=O)C6=CC=CC=C6)O)O)OC(=O)C7=CC=CC=C7)(CO4)OC(=O)C)O)C)OC(=O)C. Cell line: NCI-H522. Synergy scores: CSS=52.0, Synergy_ZIP=-4.19, Synergy_Bliss=-1.09, Synergy_Loewe=0.551, Synergy_HSA=1.23. (8) Drug 2: C1C(C(OC1N2C=NC3=C2NC=NCC3O)CO)O. Cell line: OVCAR-8. Drug 1: C1=NC2=C(N1)C(=S)N=C(N2)N. Synergy scores: CSS=28.8, Synergy_ZIP=-1.16, Synergy_Bliss=-0.887, Synergy_Loewe=-21.0, Synergy_HSA=-0.662. (9) Drug 1: C1=NC2=C(N=C(N=C2N1C3C(C(C(O3)CO)O)F)Cl)N. Drug 2: CC12CCC3C(C1CCC2O)C(CC4=C3C=CC(=C4)O)CCCCCCCCCS(=O)CCCC(C(F)(F)F)(F)F. Cell line: HOP-92. Synergy scores: CSS=1.64, Synergy_ZIP=-4.24, Synergy_Bliss=-8.21, Synergy_Loewe=-5.35, Synergy_HSA=-5.85.